From a dataset of Forward reaction prediction with 1.9M reactions from USPTO patents (1976-2016). Predict the product of the given reaction. (1) Given the reactants [N+:1]([C:4]1[CH:5]=[C:6]([C:10]2[N:14]([CH3:15])[C:13]3[CH:16]=[CH:17][C:18]([C:20]([O:22][CH3:23])=[O:21])=[CH:19][C:12]=3[N:11]=2)[N:7]([CH3:9])[CH:8]=1)([O-])=O.C([O-])=O.[NH4+].[C:28](O[C:28]([O:30][C:31]([CH3:34])([CH3:33])[CH3:32])=[O:29])([O:30][C:31]([CH3:34])([CH3:33])[CH3:32])=[O:29], predict the reaction product. The product is: [C:31]([O:30][C:28]([NH:1][C:4]1[CH:5]=[C:6]([C:10]2[N:14]([CH3:15])[C:13]3[CH:16]=[CH:17][C:18]([C:20]([O:22][CH3:23])=[O:21])=[CH:19][C:12]=3[N:11]=2)[N:7]([CH3:9])[CH:8]=1)=[O:29])([CH3:34])([CH3:33])[CH3:32]. (2) The product is: [ClH:36].[Cl:36][C:37]1[CH:38]=[N+:39]([O-:62])[CH:40]=[C:41]([Cl:61])[C:42]=1[CH2:43][C@@H:44]([C:46]1[CH:51]=[CH:50][C:49]([O:52][CH:53]([F:55])[F:54])=[C:48]([O:56][CH2:57][CH:58]2[CH2:60][CH2:59]2)[CH:47]=1)[O:9][C:8](=[O:10])[CH2:11][S:12][C:13](=[O:14])[C:15]1[CH:16]=[CH:17][C:18]([O:34][CH3:35])=[C:19]([N:21]([CH2:26][CH2:27][N:28]2[CH2:33][CH2:32][O:31][CH2:30][CH2:29]2)[S:22]([CH3:25])(=[O:24])=[O:23])[CH:20]=1. Given the reactants FC(F)(F)C([O-])=O.[C:8]([CH2:11][S:12][C:13]([C:15]1[CH:16]=[CH:17][C:18]([O:34][CH3:35])=[C:19]([N:21]([CH2:26][CH2:27][NH+:28]2[CH2:33][CH2:32][O:31][CH2:30][CH2:29]2)[S:22]([CH3:25])(=[O:24])=[O:23])[CH:20]=1)=[O:14])([OH:10])=[O:9].[Cl:36][C:37]1[CH:38]=[N+:39]([O-:62])[CH:40]=[C:41]([Cl:61])[C:42]=1[CH2:43][C@@H:44]([C:46]1[CH:51]=[CH:50][C:49]([O:52][CH:53]([F:55])[F:54])=[C:48]([O:56][CH2:57][CH:58]2[CH2:60][CH2:59]2)[CH:47]=1)O.C(Cl)CCl, predict the reaction product. (3) Given the reactants [N:1]([CH2:4][C@H:5]1[CH2:10][CH2:9][CH2:8][CH2:7][C@@H:6]1[NH:11][CH:12]1[CH2:17][CH2:16][N:15]([CH:18]2[CH2:23][CH2:22][N:21]([C:24]([O:26][C:27]([CH3:30])([CH3:29])[CH3:28])=[O:25])[CH2:20][CH2:19]2)[CH2:14][CH2:13]1)=[N+]=[N-].[NH4+].[Cl-], predict the reaction product. The product is: [NH2:1][CH2:4][C@H:5]1[CH2:10][CH2:9][CH2:8][CH2:7][C@@H:6]1[NH:11][CH:12]1[CH2:13][CH2:14][N:15]([CH:18]2[CH2:23][CH2:22][N:21]([C:24]([O:26][C:27]([CH3:30])([CH3:29])[CH3:28])=[O:25])[CH2:20][CH2:19]2)[CH2:16][CH2:17]1. (4) Given the reactants Cl.[NH2:2][C@H:3]1[CH2:8][CH2:7][C@H:6]([NH:9][C:10]([C:12]2[C:16]3[N:17]=[CH:18][N:19]=[C:20]([C:21]4[CH:26]=[C:25]([O:27][CH3:28])[CH:24]=[CH:23][C:22]=4[O:29][CH2:30][CH:31]4[CH2:33][CH2:32]4)[C:15]=3[NH:14][C:13]=2[CH3:34])=[O:11])[CH2:5][CH2:4]1.C([O:38][C@@H:39]([CH3:43])[C:40](Cl)=[O:41])(=O)C, predict the reaction product. The product is: [CH:31]1([CH2:30][O:29][C:22]2[CH:23]=[CH:24][C:25]([O:27][CH3:28])=[CH:26][C:21]=2[C:20]2[C:15]3[NH:14][C:13]([CH3:34])=[C:12]([C:10]([NH:9][C@H:6]4[CH2:7][CH2:8][C@H:3]([NH:2][C:40](=[O:41])[C@@H:39]([OH:38])[CH3:43])[CH2:4][CH2:5]4)=[O:11])[C:16]=3[N:17]=[CH:18][N:19]=2)[CH2:32][CH2:33]1.